Dataset: Forward reaction prediction with 1.9M reactions from USPTO patents (1976-2016). Task: Predict the product of the given reaction. (1) Given the reactants [Si]([O:8][C:9]1[C:10]([CH3:24])=[C:11]2[C:16](=[C:17]([CH3:20])[C:18]=1[CH3:19])[O:15][C:14]([CH3:22])([CH3:21])[C:13](=[O:23])[CH2:12]2)(C(C)(C)C)(C)C.[F-].C([N+](CCCC)(CCCC)CCCC)CCC, predict the reaction product. The product is: [OH:8][C:9]1[C:10]([CH3:24])=[C:11]2[C:16](=[C:17]([CH3:20])[C:18]=1[CH3:19])[O:15][C:14]([CH3:21])([CH3:22])[C:13](=[O:23])[CH2:12]2. (2) Given the reactants [OH:1]OS([O-])=O.[K+].[F:7][CH:8]([F:31])[CH2:9][O:10][C:11]1[CH:16]=[CH:15][C:14]([N:17]2[C:22](=[O:23])[C:21]3[CH2:24][C:25](=[O:27])[NH:26][C:20]=3[N:19]=[C:18]2[S:28][CH2:29][CH3:30])=[CH:13][CH:12]=1.CO, predict the reaction product. The product is: [F:31][CH:8]([F:7])[CH2:9][O:10][C:11]1[CH:12]=[CH:13][C:14]([N:17]2[C:22](=[O:23])[C:21]3[CH2:24][C:25](=[O:27])[NH:26][C:20]=3[N:19]=[C:18]2[S:28]([CH2:29][CH3:30])=[O:1])=[CH:15][CH:16]=1.